Dataset: Forward reaction prediction with 1.9M reactions from USPTO patents (1976-2016). Task: Predict the product of the given reaction. Given the reactants [CH3:1][O:2][C:3]1[CH:26]=[CH:25][C:6]([CH2:7][C@H:8]([CH:22]([CH3:24])[CH3:23])[CH2:9][C@H:10]([NH:14][C:15](=[O:21])[O:16][C:17]([CH3:20])([CH3:19])[CH3:18])[C@@H:11]2[CH2:13][O:12]2)=[CH:5][C:4]=1[O:27][CH2:28][CH2:29][CH2:30][O:31][CH3:32].[N-:33]=[N+:34]=[N-:35].[Na+].[Cl-].[NH4+].[CH3:39]O, predict the reaction product. The product is: [N:33]([CH2:13][C@@H:11]([C@@H:10]([NH:14][C:15](=[O:21])[O:16][C:17]([CH3:20])([CH3:19])[CH3:18])[CH2:9][C@H:8]([CH2:7][C:6]1[CH:25]=[CH:26][C:3]([O:2][CH3:1])=[C:4]([O:27][CH2:28][CH2:29][CH2:30][O:31][CH3:32])[CH:5]=1)[CH:22]([CH3:24])[CH3:23])[OH:12])=[N+:34]=[N-:35].[CH:28]([O:27][CH:4]([CH3:3])[CH3:5])([CH3:29])[CH3:39].